This data is from Full USPTO retrosynthesis dataset with 1.9M reactions from patents (1976-2016). The task is: Predict the reactants needed to synthesize the given product. (1) Given the product [CH3:48][O:49][NH:50][C:51](=[O:56])[O:52][CH2:53][CH2:54][NH:1][C@H:2]([C:42]1[CH:43]=[CH:44][CH:45]=[CH:46][CH:47]=1)[CH2:3][N:4]1[C:9](=[O:10])[C:8]2[C:11]3([O:27][CH2:28][C:7]=2[N:6]([CH2:29][C:30]2[C:35]([C:36]([F:39])([F:38])[F:37])=[CH:34][CH:33]=[CH:32][C:31]=2[F:40])[C:5]1=[O:41])[CH2:12][CH2:13][N:14]([CH2:17][C:18]1[O:19][C:20]([C:23]([F:24])([F:25])[F:26])=[CH:21][CH:22]=1)[CH2:15][CH2:16]3, predict the reactants needed to synthesize it. The reactants are: [NH2:1][C@H:2]([C:42]1[CH:47]=[CH:46][CH:45]=[CH:44][CH:43]=1)[CH2:3][N:4]1[C:9](=[O:10])[C:8]2[C:11]3([O:27][CH2:28][C:7]=2[N:6]([CH2:29][C:30]2[C:35]([C:36]([F:39])([F:38])[F:37])=[CH:34][CH:33]=[CH:32][C:31]=2[F:40])[C:5]1=[O:41])[CH2:16][CH2:15][N:14]([CH2:17][C:18]1[O:19][C:20]([C:23]([F:26])([F:25])[F:24])=[CH:21][CH:22]=1)[CH2:13][CH2:12]3.[CH3:48][O:49][NH:50][C:51](=[O:56])[O:52][CH2:53][CH2:54]Br.[I-].[Na+].C([O-])([O-])=O.[K+].[K+]. (2) Given the product [CH2:10]([N:31]([CH2:32][CH2:33][CH2:34][CH3:35])[C:16]1[CH:17]=[CH:18][C:19]([CH2:22][CH2:23][C:24]2[CH:25]=[CH:26][C:27]([NH:30][C:2]3[CH:10]=[CH:9][CH:8]=[CH:7][C:3]=3[C:4]([OH:6])=[O:5])=[CH:28][CH:29]=2)=[CH:20][CH:21]=1)[CH2:2][CH2:3][CH3:4], predict the reactants needed to synthesize it. The reactants are: Cl[C:2]1[CH:10]=[CH:9][CH:8]=[CH:7][C:3]=1[C:4]([OH:6])=[O:5].C(N[C:16]1([NH:31][CH2:32][CH2:33][CH2:34][CH3:35])[CH:21]=[CH:20][C:19]([CH2:22][CH2:23][C:24]2[CH:29]=[CH:28][C:27]([NH2:30])=[CH:26][CH:25]=2)=[CH:18][CH2:17]1)CCC.C(=O)([O-])[O-].[K+].[K+]. (3) Given the product [Cl:1][C:2]1[C:10]2[C:5](=[CH:6][C:7]([C:11]([NH:13][CH:14]([CH2:24][CH2:25][CH2:26][CH3:27])[CH2:15][O:16][CH2:17][CH:18]3[CH2:19][CH2:20][N:21]([CH:29]([CH3:31])[CH3:28])[CH2:22][CH2:23]3)=[O:12])=[CH:8][CH:9]=2)[NH:4][CH:3]=1, predict the reactants needed to synthesize it. The reactants are: [Cl:1][C:2]1[C:10]2[C:5](=[CH:6][C:7]([C:11]([NH:13][CH:14]([CH2:24][CH2:25][CH2:26][CH3:27])[CH2:15][O:16][CH2:17][CH:18]3[CH2:23][CH2:22][NH:21][CH2:20][CH2:19]3)=[O:12])=[CH:8][CH:9]=2)[NH:4][CH:3]=1.[CH3:28][C:29]([CH3:31])=O.